This data is from Forward reaction prediction with 1.9M reactions from USPTO patents (1976-2016). The task is: Predict the product of the given reaction. (1) Given the reactants [CH3:1][O:2][C:3]1[CH:58]=[CH:57][C:6]([CH2:7][N:8]2[C:12]3=[N:13][CH:14]=[CH:15][C:16]([O:17][C:18]4[CH:23]=[CH:22][C:21]([NH:24][C:25]([C:27]5[C:32](=[O:33])[N:31]([C:34]6[CH:39]=[CH:38][C:37]([F:40])=[CH:36][CH:35]=6)[N:30]=[CH:29][CH:28]=5)=[O:26])=[CH:20][C:19]=4[F:41])=[C:11]3[C:10]([N:42]3[CH2:46][CH:45]4[CH2:47][N:48](C(OC(C)(C)C)=O)[CH2:49][CH:44]4[CH2:43]3)=[N:9]2)=[CH:5][CH:4]=1.FC(F)(F)C(O)=O, predict the reaction product. The product is: [F:41][C:19]1[CH:20]=[C:21]([NH:24][C:25]([C:27]2[C:32](=[O:33])[N:31]([C:34]3[CH:35]=[CH:36][C:37]([F:40])=[CH:38][CH:39]=3)[N:30]=[CH:29][CH:28]=2)=[O:26])[CH:22]=[CH:23][C:18]=1[O:17][C:16]1[CH:15]=[CH:14][N:13]=[C:12]2[N:8]([CH2:7][C:6]3[CH:5]=[CH:4][C:3]([O:2][CH3:1])=[CH:58][CH:57]=3)[N:9]=[C:10]([N:42]3[CH2:46][CH:45]4[CH:44]([CH2:49][NH:48][CH2:47]4)[CH2:43]3)[C:11]=12. (2) Given the reactants C1CCC(N=C=NC2CCCCC2)CC1.[NH2:16][C@@H:17]([CH:40]([CH3:42])[CH3:41])[C:18]([N:20]([C@@H:24]([CH:37]([CH3:39])[CH3:38])[CH2:25][C@H:26]([C:28]1[S:29][CH:30]=[C:31]([C:33]([O:35][CH3:36])=[O:34])[N:32]=1)[OH:27])[CH2:21][CH2:22][CH3:23])=[O:19].[CH3:43][N:44]1[CH2:49][CH2:48][CH2:47][CH2:46][C@@H:45]1[C:50](O)=[O:51].O.C(O)(C)(C)C, predict the reaction product. The product is: [OH:27][C@@H:26]([C:28]1[S:29][CH:30]=[C:31]([C:33]([O:35][CH3:36])=[O:34])[N:32]=1)[CH2:25][C@@H:24]([N:20]([CH2:21][CH2:22][CH3:23])[C:18](=[O:19])[C@@H:17]([NH:16][C:50]([C@H:45]1[CH2:46][CH2:47][CH2:48][CH2:49][N:44]1[CH3:43])=[O:51])[CH:40]([CH3:41])[CH3:42])[CH:37]([CH3:39])[CH3:38]. (3) Given the reactants [CH:1]([N:4]1[C:8]([C:9]2[S:10][C:11]3[CH2:12][CH2:13][O:14][C:15]4[CH:22]=[CH:21][C:20]([C:23]5[CH:28]=[CH:27][NH:26][C:25](=[O:29])[CH:24]=5)=[CH:19][C:16]=4[C:17]=3[N:18]=2)=[N:7][CH:6]=[N:5]1)([CH3:3])[CH3:2].I[CH:31]([CH3:33])[CH3:32], predict the reaction product. The product is: [CH:1]([N:4]1[C:8]([C:9]2[S:10][C:11]3[CH2:12][CH2:13][O:14][C:15]4[CH:22]=[CH:21][C:20]([C:23]5[CH:28]=[CH:27][N:26]=[C:25]([O:29][CH:31]([CH3:33])[CH3:32])[CH:24]=5)=[CH:19][C:16]=4[C:17]=3[N:18]=2)=[N:7][CH:6]=[N:5]1)([CH3:3])[CH3:2]. (4) Given the reactants [C:1]([C:3]1[CH:17]=[CH:16][C:6]([O:7][C:8]2[CH:13]=[CH:12][C:11]([O:14][CH3:15])=[CH:10][CH:9]=2)=[CH:5][CH:4]=1)#[N:2].[OH2:18], predict the reaction product. The product is: [CH3:15][O:14][C:11]1[CH:12]=[CH:13][C:8]([O:7][C:6]2[CH:16]=[CH:17][C:3]([C:1]([NH2:2])=[O:18])=[CH:4][CH:5]=2)=[CH:9][CH:10]=1. (5) Given the reactants [CH3:1][C:2]([CH3:19])([CH3:18])[CH2:3][C:4]1[CH:5]=[CH:6][C:7]([N:12]2[CH2:16][CH2:15][CH:14]([OH:17])[CH2:13]2)=[C:8]([CH:11]=1)[C:9]#[N:10].[H][H], predict the reaction product. The product is: [NH2:10][CH2:9][C:8]1[CH:11]=[C:4]([CH2:3][C:2]([CH3:19])([CH3:1])[CH3:18])[CH:5]=[CH:6][C:7]=1[N:12]1[CH2:16][CH2:15][CH:14]([OH:17])[CH2:13]1.